From a dataset of Forward reaction prediction with 1.9M reactions from USPTO patents (1976-2016). Predict the product of the given reaction. (1) Given the reactants [OH:1][C:2]1[CH:11]=[C:10]2[C:5]([C:6]([O:12][C:13]3[CH:26]=[CH:25][C:16]4[C:17]([C:21]([NH:23][CH3:24])=[O:22])=[C:18]([CH3:20])[O:19][C:15]=4[CH:14]=3)=[CH:7][CH:8]=[N:9]2)=[CH:4][CH:3]=1.Br[CH2:28][CH:29]1[CH2:31]O1.[C:32]([O-:35])([O-:34])=[O:33].[K+].[K+], predict the reaction product. The product is: [CH3:24][NH:23][C:21]([C:17]1[C:16]2[CH:25]=[CH:26][C:13]([O:12][C:6]3[C:5]4[C:10](=[CH:11][C:2]([O:1][CH2:28][CH:29]5[CH2:31][O:34][C:32](=[O:35])[O:33]5)=[CH:3][CH:4]=4)[N:9]=[CH:8][CH:7]=3)=[CH:14][C:15]=2[O:19][C:18]=1[CH3:20])=[O:22]. (2) Given the reactants [OH:1][CH:2]1[CH2:7][CH2:6][CH2:5][CH2:4][CH:3]1[NH:8][C:9](=[O:19])[CH2:10]P(=O)(OCC)OCC.[CH3:20][O:21][C:22]1[CH:27]=[CH:26][C:25]([S:28][C:29]2[CH:36]=[CH:35][CH:34]=[CH:33][C:30]=2[CH:31]=O)=[CH:24][CH:23]=1, predict the reaction product. The product is: [OH:1][CH:2]1[CH2:7][CH2:6][CH2:5][CH2:4][CH:3]1[NH:8][C:9](=[O:19])/[CH:10]=[CH:31]/[C:30]1[CH:33]=[CH:34][CH:35]=[CH:36][C:29]=1[S:28][C:25]1[CH:26]=[CH:27][C:22]([O:21][CH3:20])=[CH:23][CH:24]=1. (3) The product is: [CH3:1][O:2][C:3](=[O:20])[C@H:4]([CH2:9][C:10]1([CH2:13][C:14]2[CH:19]=[CH:18][CH:17]=[CH:16][CH:15]=2)[CH2:11][CH2:12]1)[CH2:5][C:6]([OH:8])=[O:7]. Given the reactants [CH3:1][O:2][C:3](=[O:20])/[C:4](=[CH:9]\[C:10]1([CH2:13][C:14]2[CH:19]=[CH:18][CH:17]=[CH:16][CH:15]=2)[CH2:12][CH2:11]1)/[CH2:5][C:6]([OH:8])=[O:7].C[O-].[Na+].N#N, predict the reaction product. (4) Given the reactants Br[C:2]1[CH:3]=[C:4]2[CH:10]=[CH:9][NH:8][C:5]2=[N:6][CH:7]=1.[CH3:11][O-:12].[Na+].FSI.[Cl-].[NH4+].[OH-].[NH4+], predict the reaction product. The product is: [CH3:11][O:12][C:2]1[CH:3]=[C:4]2[CH:10]=[CH:9][NH:8][C:5]2=[N:6][CH:7]=1. (5) The product is: [CH2:1]([O:8][C:9](=[O:10])[NH:11][C:12]1([C:20]2[CH:25]=[CH:24][CH:23]=[C:22]([CH:26]([CH3:28])[CH3:27])[CH:21]=2)[CH2:17][CH2:18][N:31]([CH2:29][CH3:30])[C:14](=[O:16])[CH2:13]1)[C:2]1[CH:7]=[CH:6][CH:5]=[CH:4][CH:3]=1. Given the reactants [CH2:1]([O:8][C:9]([NH:11][C:12]([C:20]1[CH:25]=[CH:24][CH:23]=[C:22]([CH:26]([CH3:28])[CH3:27])[CH:21]=1)([CH2:17][CH:18]=O)[CH2:13][C:14]([OH:16])=O)=[O:10])[C:2]1[CH:7]=[CH:6][CH:5]=[CH:4][CH:3]=1.[CH2:29]([NH2:31])[CH3:30].[BH-](OC(C)=O)(OC(C)=O)OC(C)=O.[Na+], predict the reaction product. (6) Given the reactants C(O[BH-](OC(=O)C)OC(=O)C)(=O)C.[Na+].[CH2:15]([N:22]([CH:32]([CH3:34])[CH3:33])[C:23]1[N:24]=[C:25]([Cl:31])[C:26]([CH:29]=O)=[N:27][CH:28]=1)[C:16]1[CH:21]=[CH:20][CH:19]=[CH:18][CH:17]=1.[CH2:35]([NH:42][CH2:43][CH2:44][OH:45])[C:36]1[CH:41]=[CH:40][CH:39]=[CH:38][CH:37]=1.C(=O)([O-])O.[Na+], predict the reaction product. The product is: [CH2:35]([N:42]([CH2:29][C:26]1[C:25]([Cl:31])=[N:24][C:23]([N:22]([CH2:15][C:16]2[CH:21]=[CH:20][CH:19]=[CH:18][CH:17]=2)[CH:32]([CH3:34])[CH3:33])=[CH:28][N:27]=1)[CH2:43][CH2:44][OH:45])[C:36]1[CH:41]=[CH:40][CH:39]=[CH:38][CH:37]=1.